From a dataset of TCR-epitope binding with 47,182 pairs between 192 epitopes and 23,139 TCRs. Binary Classification. Given a T-cell receptor sequence (or CDR3 region) and an epitope sequence, predict whether binding occurs between them. (1) The TCR CDR3 sequence is CASSWDTGSNTGELFF. Result: 1 (the TCR binds to the epitope). The epitope is FTYASALWEI. (2) The epitope is FLYNLLTRV. The TCR CDR3 sequence is CASSPLLAGGQSEQFF. Result: 0 (the TCR does not bind to the epitope). (3) The epitope is TPINLVRDL. The TCR CDR3 sequence is CASSLIGVSSYNEQFF. Result: 0 (the TCR does not bind to the epitope). (4) The epitope is RAKFKQLL. The TCR CDR3 sequence is CASSQSIGGELFF. Result: 1 (the TCR binds to the epitope). (5) The epitope is RLQSLQTYV. The TCR CDR3 sequence is CASSARSSTEQYF. Result: 0 (the TCR does not bind to the epitope).